From a dataset of Full USPTO retrosynthesis dataset with 1.9M reactions from patents (1976-2016). Predict the reactants needed to synthesize the given product. (1) Given the product [CH3:1][C:2]12[O:3][CH:4]([CH:5]=[CH:6]1)[CH:8]1[C:7]([O:12][C:10](=[O:11])[CH:9]21)=[O:13], predict the reactants needed to synthesize it. The reactants are: [CH3:1][C:2]1[O:3][CH:4]=[CH:5][CH:6]=1.[C:7]1(=[O:13])[O:12][C:10](=[O:11])[CH:9]=[CH:8]1. (2) The reactants are: [C:1]([O:5][C:6]([N:8]1[CH2:13][CH2:12][CH:11]([N:14]2[C@H:18]([C:19]3[CH:24]=[CH:23][CH:22]=[CH:21][CH:20]=3)[CH2:17][NH:16][C:15]2=[O:25])[CH2:10][CH2:9]1)=[O:7])([CH3:4])([CH3:3])[CH3:2].Br[C:27]1[CH:32]=[CH:31][CH:30]=[CH:29][N:28]=1.C([O-])([O-])=O.[Cs+].[Cs+]. Given the product [C:1]([O:5][C:6]([N:8]1[CH2:9][CH2:10][CH:11]([N:14]2[C@H:18]([C:19]3[CH:20]=[CH:21][CH:22]=[CH:23][CH:24]=3)[CH2:17][N:16]([C:27]3[CH:32]=[CH:31][CH:30]=[CH:29][N:28]=3)[C:15]2=[O:25])[CH2:12][CH2:13]1)=[O:7])([CH3:4])([CH3:2])[CH3:3], predict the reactants needed to synthesize it. (3) Given the product [Br:17][C:8]1[CH:9]=[CH:10][C:3]([O:2][CH3:1])=[CH:4][C:5]=1[CH2:6][Cl:7], predict the reactants needed to synthesize it. The reactants are: [CH3:1][O:2][C:3]1[CH:4]=[C:5]([CH:8]=[CH:9][CH:10]=1)[CH2:6][Cl:7].N1C=CC=CC=1.[Br:17]Br.C(OCC)(=O)C. (4) Given the product [ClH:62].[ClH:62].[F:23][C:24]1[C:32]2[N:31]=[C:30]([CH2:33][NH:1][CH:2]3[CH2:3][CH2:4][N:5]([CH2:8][C@H:9]4[N:19]5[C:20]6[N:11]([C:12](=[O:22])[CH:13]=[CH:14][C:15]=6[CH:16]=[CH:17][C:18]5=[O:21])[CH2:10]4)[CH2:6][CH2:7]3)[NH:29][C:28]=2[CH:27]=[CH:26][CH:25]=1, predict the reactants needed to synthesize it. The reactants are: [NH2:1][CH:2]1[CH2:7][CH2:6][N:5]([CH2:8][C@H:9]2[N:19]3[C:20]4[N:11]([C:12](=[O:22])[CH:13]=[CH:14][C:15]=4[CH:16]=[CH:17][C:18]3=[O:21])[CH2:10]2)[CH2:4][CH2:3]1.[F:23][C:24]1[C:32]2[N:31]=[C:30]([CH:33]=O)[NH:29][C:28]=2[CH:27]=[CH:26][CH:25]=1.C(=O)(O)[O-].[Na+].S([O-])([O-])(=O)=O.[Na+].[Na+].C(O[BH-](OC(=O)C)OC(=O)C)(=O)C.[Na+].C(Cl)[Cl:62]. (5) Given the product [C:1]([N:4]1[CH2:9][CH2:8][N:7]([C:10]2[CH:15]=[CH:14][C:13]([F:16])=[CH:12][C:11]=2[OH:19])[CH2:6][CH2:5]1)(=[O:3])[CH3:2], predict the reactants needed to synthesize it. The reactants are: [C:1]([N:4]1[CH2:9][CH2:8][N:7]([C:10]2[CH:15]=[CH:14][C:13]([F:16])=[CH:12][C:11]=2N)[CH2:6][CH2:5]1)(=[O:3])[CH3:2].S(=O)(=O)(O)[OH:19].N([O-])=O.[Na+].[OH-].[Na+].C(Cl)(=O)C. (6) Given the product [F:17][C:18]1[CH:19]=[C:20]([CH:24]=[CH:25][C:26]=1[O:27][CH3:28])[C:21]([N:6]([C:5]1[CH:15]=[CH:16][C:2]([F:1])=[CH:3][CH:4]=1)[C:7]1[CH:12]=[CH:11][C:10]([O:13][CH3:14])=[CH:9][CH:8]=1)=[O:22], predict the reactants needed to synthesize it. The reactants are: [F:1][C:2]1[CH:16]=[CH:15][C:5]([NH:6][C:7]2[CH:12]=[CH:11][C:10]([O:13][CH3:14])=[CH:9][CH:8]=2)=[CH:4][CH:3]=1.[F:17][C:18]1[CH:19]=[C:20]([CH:24]=[CH:25][C:26]=1[O:27][CH3:28])[C:21](Cl)=[O:22].N1C=CC=CC=1.